This data is from Reaction yield outcomes from USPTO patents with 853,638 reactions. The task is: Predict the reaction yield, written as a fraction of the theoretical maximum amount of product (1.0 means a 100% yield; for example, 0.34 means a 34% yield). (1) The reactants are [NH:1]1[C:9]2[C:4](=[CH:5][C:6]([NH:10][C:11]3[C:12]4[S:19][C:18]([C:20]5[CH:25]=[CH:24][CH:23]=[CH:22][CH:21]=5)=[CH:17][C:13]=4[N:14]=[CH:15][N:16]=3)=[CH:7][CH:8]=2)[CH:3]=[CH:2]1.Cl[CH:27](Cl)[O:28]C. The catalyst is C(Cl)Cl.[Ti](Cl)(Cl)(Cl)Cl. The product is [C:20]1([C:18]2[S:19][C:12]3[C:11]([NH:10][C:6]4[CH:5]=[C:4]5[C:9](=[CH:8][CH:7]=4)[NH:1][CH:2]=[C:3]5[CH:27]=[O:28])=[N:16][CH:15]=[N:14][C:13]=3[CH:17]=2)[CH:25]=[CH:24][CH:23]=[CH:22][CH:21]=1. The yield is 0.920. (2) The reactants are Br[C:2]1[N:6]2[N:7]=[C:8]([NH:11][CH2:12][CH2:13][CH2:14][CH3:15])[CH:9]=[CH:10][C:5]2=[N:4][CH:3]=1.[F:16][C:17]1[CH:22]=[C:21]([CH:23]=[O:24])[CH:20]=[CH:19][C:18]=1B(O)O.P([O-])([O-])([O-])=O.[K+].[K+].[K+].COCCOC. The catalyst is C1C=CC(P(C2C=CC=CC=2)[C-]2C=CC=C2)=CC=1.C1C=CC(P(C2C=CC=CC=2)[C-]2C=CC=C2)=CC=1.Cl[Pd]Cl.[Fe+2].O. The product is [CH2:12]([NH:11][C:8]1[CH:9]=[CH:10][C:5]2[N:6]([C:2]([C:18]3[CH:19]=[CH:20][C:21]([CH:23]=[O:24])=[CH:22][C:17]=3[F:16])=[CH:3][N:4]=2)[N:7]=1)[CH2:13][CH2:14][CH3:15]. The yield is 0.640. (3) The reactants are CN(C)C(N=NC(N(C)C)=O)=O.C(P(CCCC)CCCC)CCC.[CH2:26]([N:28]1[C:34](=[O:35])[C:33]([CH3:37])([CH3:36])[C:32](=[O:38])[N:31]([CH3:39])[C:30]2[CH:40]=[C:41]([O:44][CH2:45][CH2:46][CH2:47][NH:48][S:49]([C:52]3[CH:57]=[CH:56][CH:55]=[CH:54][C:53]=3[N+:58]([O-:60])=[O:59])(=[O:51])=[O:50])[CH:42]=[CH:43][C:29]1=2)[CH3:27].O[CH2:62][CH2:63][N:64]1[CH:73]=[CH:72][C:71]2[C:66](=[CH:67][C:68]([CH3:74])=[CH:69][CH:70]=2)[C:65]1=[O:75]. The catalyst is ClCCl.O.C1COCC1. The product is [CH2:26]([N:28]1[C:34](=[O:35])[C:33]([CH3:37])([CH3:36])[C:32](=[O:38])[N:31]([CH3:39])[C:30]2[CH:40]=[C:41]([O:44][CH2:45][CH2:46][CH2:47][N:48]([CH2:62][CH2:63][N:64]3[CH:73]=[CH:72][C:71]4[C:66](=[CH:67][C:68]([CH3:74])=[CH:69][CH:70]=4)[C:65]3=[O:75])[S:49]([C:52]3[CH:57]=[CH:56][CH:55]=[CH:54][C:53]=3[N+:58]([O-:60])=[O:59])(=[O:51])=[O:50])[CH:42]=[CH:43][C:29]1=2)[CH3:27]. The yield is 0.650. (4) The reactants are [F:1][C:2]1[CH:7]=[C:6]([F:8])[CH:5]=[C:4]([F:9])[CH:3]=1.[Al+3].[Cl-].[Cl-].[Cl-].Cl.[Cl:15][CH2:16][C:17](Cl)=[O:18]. The catalyst is ClC(Cl)C. The yield is 0.510. The product is [Cl:15][CH2:16][C:17]([C:7]1[C:2]([F:1])=[CH:3][C:4]([F:9])=[CH:5][C:6]=1[F:8])=[O:18]. (5) The reactants are I[C:2]1[CH:3]=[N:4][N:5]([CH2:7][CH2:8][O:9][CH:10]2[CH2:15][CH2:14][CH2:13][CH2:12][O:11]2)[CH:6]=1.[C:16]([C:20]1[CH:21]=[C:22]([NH2:25])[NH:23][N:24]=1)([CH3:19])([CH3:18])[CH3:17].C([O-])([O-])=O.[K+].[K+].CN[C@@H]1CCCC[C@H]1NC. The catalyst is [Cu]I.O.C1(C)C=CC=CC=1. The product is [C:16]([C:20]1[CH:21]=[C:22]([NH2:25])[N:23]([C:2]2[CH:3]=[N:4][N:5]([CH2:7][CH2:8][O:9][CH:10]3[CH2:15][CH2:14][CH2:13][CH2:12][O:11]3)[CH:6]=2)[N:24]=1)([CH3:19])([CH3:18])[CH3:17]. The yield is 0.810.